From a dataset of NCI-60 drug combinations with 297,098 pairs across 59 cell lines. Regression. Given two drug SMILES strings and cell line genomic features, predict the synergy score measuring deviation from expected non-interaction effect. Drug 1: CS(=O)(=O)OCCCCOS(=O)(=O)C. Drug 2: C1=NNC2=C1C(=O)NC=N2. Cell line: MDA-MB-435. Synergy scores: CSS=-3.00, Synergy_ZIP=0.442, Synergy_Bliss=-1.49, Synergy_Loewe=-2.89, Synergy_HSA=-3.38.